From a dataset of Reaction yield outcomes from USPTO patents with 853,638 reactions. Predict the reaction yield, written as a fraction of the theoretical maximum amount of product (1.0 means a 100% yield; for example, 0.34 means a 34% yield). (1) The reactants are COC1C=CC([N:9]([C:14](=O)[C:15]2[CH:20]=[C:19]([CH:21]([CH3:23])[CH3:22])[C:18]([O:24][CH2:25][O:26][CH3:27])=[CH:17][C:16]=2[O:28][CH2:29][O:30][CH3:31])[NH:10][C:11]([NH2:13])=[S:12])=CC=1.[Cl-].[NH4+]. The catalyst is [OH-].[Na+]. The product is [CH:21]([C:19]1[C:18]([O:24][CH2:25][O:26][CH3:27])=[CH:17][C:16]([O:28][CH2:29][O:30][CH3:31])=[C:15]([C:14]2[N:13]([C:15]3[CH:20]=[CH:19][C:18]([O:24][CH3:25])=[CH:17][CH:16]=3)[C:11](=[S:12])[NH:10][N:9]=2)[CH:20]=1)([CH3:23])[CH3:22]. The yield is 0.854. (2) The reactants are [F:1][C:2]1[CH:7]=[CH:6][C:5]([C:8]2[C:12]([CH2:13][O:14][C:15]3[CH:23]=[CH:22][C:18]([C:19]([OH:21])=O)=[CH:17][N:16]=3)=[C:11]([CH3:24])[O:10][N:9]=2)=[CH:4][CH:3]=1.[CH:25]1([CH2:28][NH2:29])[CH2:27][CH2:26]1. No catalyst specified. The product is [CH:25]1([CH2:28][NH:29][C:19](=[O:21])[C:18]2[CH:22]=[CH:23][C:15]([O:14][CH2:13][C:12]3[C:8]([C:5]4[CH:4]=[CH:3][C:2]([F:1])=[CH:7][CH:6]=4)=[N:9][O:10][C:11]=3[CH3:24])=[N:16][CH:17]=2)[CH2:27][CH2:26]1. The yield is 0.650. (3) The reactants are [OH-].[Na+].[CH3:3][N:4]([CH:28]1[CH2:33][CH2:32][O:31][CH2:30][CH2:29]1)[C:5]([C:7]1[CH:8]=[CH:9][C:10]([N:17]2[CH2:22][CH2:21][CH2:20][C@@H:19]([CH2:23][C:24]([O:26]C)=[O:25])[CH2:18]2)=[N:11][C:12]=1[S:13][CH2:14][CH2:15][CH3:16])=[O:6].Cl. The catalyst is O.CO.CCOC(C)=O.C(Cl)Cl. The product is [CH3:3][N:4]([CH:28]1[CH2:33][CH2:32][O:31][CH2:30][CH2:29]1)[C:5]([C:7]1[CH:8]=[CH:9][C:10]([N:17]2[CH2:22][CH2:21][CH2:20][C@@H:19]([CH2:23][C:24]([OH:26])=[O:25])[CH2:18]2)=[N:11][C:12]=1[S:13][CH2:14][CH2:15][CH3:16])=[O:6]. The yield is 1.00. (4) The reactants are [NH:1]1[C:5]2[CH:6]=[CH:7][CH:8]=[CH:9][C:4]=2[N:3]=[C:2]1[CH2:10][N:11]([CH2:22][C:23]1[CH:28]=[CH:27][CH:26]=[CH:25][C:24]=1[CH2:29][NH2:30])[CH:12]1[C:21]2[N:20]=[CH:19][CH:18]=[CH:17][C:16]=2[CH2:15][CH2:14][CH2:13]1.C(OC([NH:38][C:39](N1C=CC=N1)=[N:40]C(OC(C)(C)C)=O)=O)(C)(C)C.C(=O)([O-])[O-].[K+].[K+]. The catalyst is C1COCC1.[NH4+].[Cl-]. The product is [NH:1]1[C:5]2[CH:6]=[CH:7][CH:8]=[CH:9][C:4]=2[N:3]=[C:2]1[CH2:10][N:11]([CH2:22][C:23]1[CH:28]=[CH:27][CH:26]=[CH:25][C:24]=1[CH2:29][NH:30][C:39]([NH2:40])=[NH:38])[CH:12]1[C:21]2[N:20]=[CH:19][CH:18]=[CH:17][C:16]=2[CH2:15][CH2:14][CH2:13]1. The yield is 0.640. (5) The reactants are C([O:3][C:4]([CH:6]1[CH2:18][C:17]2[C:16]3[C:11](=[CH:12][CH:13]=[CH:14][CH:15]=3)[NH:10][C:9]=2[CH2:8][CH2:7]1)=[O:5])C.O.[OH-].[Li+]. The catalyst is C1COCC1. The product is [CH2:8]1[C:9]2[NH:10][C:11]3[C:16](=[CH:15][CH:14]=[CH:13][CH:12]=3)[C:17]=2[CH2:18][CH:6]([C:4]([OH:5])=[O:3])[CH2:7]1. The yield is 0.990. (6) The reactants are C([Li])CCC.[Br:6][C:7]1[CH:15]=[CH:14][CH:13]=[C:12]2[C:8]=1[CH:9]=[N:10][NH:11]2.Br[C:17]1[C:26]2[C:21](=[CH:22][C:23]([O:29][CH3:30])=[C:24]([O:27][CH3:28])[CH:25]=2)[N:20]=[N:19][CH:18]=1.C(N(CC)CC)C. The catalyst is CN(C)C(=O)C.C1C=CC(/C=C/C(/C=C/C2C=CC=CC=2)=O)=CC=1.C1C=CC(/C=C/C(/C=C/C2C=CC=CC=2)=O)=CC=1.C1C=CC(/C=C/C(/C=C/C2C=CC=CC=2)=O)=CC=1.[Pd].[Pd]. The product is [Br:6][C:7]1[CH:15]=[CH:14][CH:13]=[C:12]2[C:8]=1[CH:9]=[N:10][N:11]2[C:17]1[C:26]2[C:21](=[CH:22][C:23]([O:29][CH3:30])=[C:24]([O:27][CH3:28])[CH:25]=2)[N:20]=[N:19][CH:18]=1. The yield is 0.312. (7) The reactants are [Cl:1][C:2]1[C:7]([C:8]([OH:10])=[O:9])=[CH:6][N:5]=[CH:4][CH:3]=1.[C:11](Cl)(=O)C(Cl)=O.CN(C=O)C.CO. The catalyst is C(Cl)Cl. The product is [Cl:1][C:2]1[C:7]([C:8]([O:10][CH3:11])=[O:9])=[CH:6][N:5]=[CH:4][CH:3]=1. The yield is 0.500. (8) The reactants are [C:1]([O:5][C:6](=[O:19])[CH2:7][CH:8]([NH:12][C:13]([O:15][CH2:16][CH:17]=[CH2:18])=[O:14])[C:9]([OH:11])=O)([CH3:4])([CH3:3])[CH3:2].Cl.[CH3:21][O:22][NH:23][CH3:24].CN1CCOCC1.Cl.CN(C)CCCN=C=NCC. The catalyst is C(Cl)Cl. The product is [C:1]([O:5][C:6](=[O:19])[CH2:7][CH:8]([NH:12][C:13]([O:15][CH2:16][CH:17]=[CH2:18])=[O:14])[C:9]([N:23]([O:22][CH3:21])[CH3:24])=[O:11])([CH3:2])([CH3:3])[CH3:4]. The yield is 0.810. (9) The reactants are Cl[C:2]1[CH:7]=[CH:6][N:5]=[C:4]2[CH:8]=[C:9]([C:11]([N:13]3[CH2:17][CH2:16][C@@H:15]([N:18]([CH3:26])[C:19](=[O:25])[O:20][C:21]([CH3:24])([CH3:23])[CH3:22])[CH2:14]3)=[O:12])[S:10][C:3]=12.[CH3:27][NH:28][C:29]([C:31]1[C:39]2[C:34](=[CH:35][C:36]([OH:40])=[CH:37][CH:38]=2)[N:33]([CH3:41])[C:32]=1[CH3:42])=[O:30].C([O-])([O-])=O.[Cs+].[Cs+]. No catalyst specified. The product is [C:21]([O:20][C:19](=[O:25])[N:18]([C@@H:15]1[CH2:16][CH2:17][N:13]([C:11]([C:9]2[S:10][C:3]3[C:4](=[N:5][CH:6]=[CH:7][C:2]=3[O:40][C:36]3[CH:35]=[C:34]4[C:39]([C:31]([C:29]([NH:28][CH3:27])=[O:30])=[C:32]([CH3:42])[N:33]4[CH3:41])=[CH:38][CH:37]=3)[CH:8]=2)=[O:12])[CH2:14]1)[CH3:26])([CH3:24])([CH3:23])[CH3:22]. The yield is 0.400. (10) The reactants are [NH2:1][C:2]1[CH:11]=[CH:10][CH:9]=[C:4]([C:5]([O:7][CH3:8])=[O:6])[C:3]=1[OH:12].[CH3:13][O:14][C:15]1[CH:23]=[CH:22][C:18]([C:19](Cl)=O)=[CH:17][CH:16]=1. The catalyst is S(Cl)(Cl)=O. The product is [CH3:13][O:14][C:15]1[CH:23]=[CH:22][C:18]([C:19]2[O:12][C:3]3[C:4]([C:5]([O:7][CH3:8])=[O:6])=[CH:9][CH:10]=[CH:11][C:2]=3[N:1]=2)=[CH:17][CH:16]=1. The yield is 0.240.